This data is from Reaction yield outcomes from USPTO patents with 853,638 reactions. The task is: Predict the reaction yield, written as a fraction of the theoretical maximum amount of product (1.0 means a 100% yield; for example, 0.34 means a 34% yield). (1) The reactants are Cl[CH2:2][C:3]1[CH:4]=[C:5]([C:9]([N:11]2[CH2:24][C:23]([CH3:26])([CH3:25])[C:22]3[C:21]4[CH:20]=[CH:19][CH:18]=[CH:17][C:16]=4[NH:15][C:14]=3[C:13]([C:27]([O:29][CH:30]([CH3:32])[CH3:31])=[O:28])=[CH:12]2)=[O:10])[CH:6]=[CH:7][CH:8]=1.CCN(C(C)C)C(C)C.Cl.[C:43]1([S:49]([N:52]2[CH2:57][CH2:56][NH:55][CH2:54][CH2:53]2)(=[O:51])=[O:50])[CH:48]=[CH:47][CH:46]=[CH:45][CH:44]=1. The catalyst is ClCCCl. The product is [CH3:26][C:23]1([CH3:25])[C:22]2[C:21]3[CH:20]=[CH:19][CH:18]=[CH:17][C:16]=3[NH:15][C:14]=2[C:13]([C:27]([O:29][CH:30]([CH3:32])[CH3:31])=[O:28])=[CH:12][N:11]([C:9]([C:5]2[CH:6]=[CH:7][CH:8]=[C:3]([CH2:2][N:55]3[CH2:56][CH2:57][N:52]([S:49]([C:43]4[CH:48]=[CH:47][CH:46]=[CH:45][CH:44]=4)(=[O:51])=[O:50])[CH2:53][CH2:54]3)[CH:4]=2)=[O:10])[CH2:24]1. The yield is 0.380. (2) The product is [Cl:1][C:2]1[N:3]=[C:4]([C:9]([NH:11][C@H:12]2[CH2:17][CH2:16][N:15]([C:18]3[S:19][C:20]([C:24]([OH:26])=[O:25])=[C:21]([CH3:23])[N:22]=3)[CH2:14][C@H:13]2[O:29][CH2:30][CH2:31][CH2:32][F:33])=[O:10])[NH:5][C:6]=1[CH2:7][CH3:8]. The reactants are [Cl:1][C:2]1[N:3]=[C:4]([C:9]([NH:11][C@H:12]2[CH2:17][CH2:16][N:15]([C:18]3[S:19][C:20]([C:24]([O:26]CC)=[O:25])=[C:21]([CH3:23])[N:22]=3)[CH2:14][C@H:13]2[O:29][CH2:30][CH2:31][CH2:32][F:33])=[O:10])[NH:5][C:6]=1[CH2:7][CH3:8].[OH-].[Li+]. The yield is 0.790. The catalyst is CO.